This data is from Catalyst prediction with 721,799 reactions and 888 catalyst types from USPTO. The task is: Predict which catalyst facilitates the given reaction. (1) Reactant: [NH2:1][C:2]1[CH:10]=[C:9]([Br:11])[CH:8]=[CH:7][C:3]=1[C:4](O)=[O:5].[NH4+].[Cl-].C[N:15](C(ON1N=NC2C=CC=CC1=2)=[N+](C)C)C.[B-](F)(F)(F)F.C(N(C(C)C)CC)(C)C.C([O-])([O-])=O.[Na+].[Na+]. Product: [NH2:1][C:2]1[CH:10]=[C:9]([Br:11])[CH:8]=[CH:7][C:3]=1[C:4]([NH2:15])=[O:5]. The catalyst class is: 3. (2) Reactant: [NH:1]([C:18]([O:20][C:21]([CH3:24])([CH3:23])[CH3:22])=[O:19])[C@@H:2]([C:8]([O:10][CH2:11][C:12]1[CH:17]=[CH:16][CH:15]=[CH:14][CH:13]=1)=[O:9])[CH2:3][CH2:4][C:5](=[O:7])O.ON1C(=O)CCC1=O.CCN=C=NCCCN(C)C.Cl.Cl.[NH2:46][C@@H:47]([C:58]([OH:60])=[O:59])[CH2:48][C:49]1[C:57]2[C:52](=[CH:53][CH:54]=[CH:55][CH:56]=2)[NH:51][CH:50]=1. Product: [NH:1]([C:18]([O:20][C:21]([CH3:24])([CH3:23])[CH3:22])=[O:19])[C@@H:2]([C:8]([O:10][CH2:11][C:12]1[CH:17]=[CH:16][CH:15]=[CH:14][CH:13]=1)=[O:9])[CH2:3][CH2:4][C:5]([NH:46][C@@H:47]([C:58]([OH:60])=[O:59])[CH2:48][C:49]1[C:57]2[C:52](=[CH:53][CH:54]=[CH:55][CH:56]=2)[NH:51][CH:50]=1)=[O:7]. The catalyst class is: 3. (3) Reactant: [NH2:1][C:2]1[N:10]=[C:9]2[C:5]([N:6]=[CH:7][N:8]2[C@H:11]2[CH2:15][C:14]([CH2:16][OH:17])=[CH:13][CH2:12]2)=[C:4]([Cl:18])[N:3]=1.C[N+]1([O-])CC[O:23]CC1.C(O)(C)(C)C.[OH2:32]. Product: [NH2:1][C:2]1[N:10]=[C:9]2[C:5]([N:6]=[CH:7][N:8]2[C@@H:11]2[CH2:12][C@H:13]([OH:32])[C@:14]([CH2:16][OH:17])([OH:23])[CH2:15]2)=[C:4]([Cl:18])[N:3]=1. The catalyst class is: 771. (4) Reactant: ClC(Cl)(Cl)[C:3]([C:5]1[NH:6][CH:7]=[C:8]([C:10](=[O:18])[CH2:11][C:12]2[CH:17]=[CH:16][CH:15]=[CH:14][CH:13]=2)[CH:9]=1)=[O:4].[CH2:21]([NH2:28])[C:22]1[CH:27]=[CH:26][CH:25]=[CH:24][CH:23]=1. Product: [CH2:21]([NH:28][C:3]([C:5]1[NH:6][CH:7]=[C:8]([C:10](=[O:18])[CH2:11][C:12]2[CH:13]=[CH:14][CH:15]=[CH:16][CH:17]=2)[CH:9]=1)=[O:4])[C:22]1[CH:27]=[CH:26][CH:25]=[CH:24][CH:23]=1. The catalyst class is: 3. (5) Reactant: [NH2:1][C:2]1[CH:3]=[C:4]([C:37]([O:39][CH3:40])=[O:38])[C:5]([F:36])=[C:6]([C@:8]2([CH3:35])[C@H:14]3[C@:12]([C:15]([O:17][CH3:18])=[O:16])([CH2:13]3)[S:11][C:10]([N:19]([C:28]([O:30][C:31]([CH3:34])([CH3:33])[CH3:32])=[O:29])[CH2:20][O:21][CH2:22][CH2:23][Si:24]([CH3:27])([CH3:26])[CH3:25])=[N:9]2)[CH:7]=1.CN(C(ON1N=N[C:51]2[CH:52]=[CH:53][CH:54]=[N:55][C:50]1=2)=[N+](C)C)C.F[P-](F)(F)(F)(F)F.C(N(C(C)C)CC)(C)C.CCO[C:77](C)=[O:78].C(Cl)[Cl:81]. Product: [C:31]([O:30][C:28]([N:19]([CH2:20][O:21][CH2:22][CH2:23][Si:24]([CH3:27])([CH3:26])[CH3:25])[C:10]1[S:11][C@:12]2([C:15]([O:17][CH3:18])=[O:16])[C@H:14]([C@:8]([C:6]3[CH:7]=[C:2]([NH:1][C:77](=[O:78])[C:50]4[CH:51]=[CH:52][C:53]([Cl:81])=[CH:54][N:55]=4)[CH:3]=[C:4]([C:37]([O:39][CH3:40])=[O:38])[C:5]=3[F:36])([CH3:35])[N:9]=1)[CH2:13]2)=[O:29])([CH3:34])([CH3:32])[CH3:33]. The catalyst class is: 3. (6) Product: [O:1]1[CH2:6][CH2:5][N:4]([CH2:7][CH2:8][CH2:9][O:10][C:11]2[CH:12]=[C:13]3[C:18](=[CH:19][C:20]=2[O:21][CH3:22])[N:17]=[C:16]([CH3:23])[N:15]=[C:14]3[Cl:27])[CH2:3][CH2:2]1. The catalyst class is: 3. Reactant: [O:1]1[CH2:6][CH2:5][N:4]([CH2:7][CH2:8][CH2:9][O:10][C:11]2[CH:12]=[C:13]3[C:18](=[CH:19][C:20]=2[O:21][CH3:22])[N:17]=[C:16]([CH3:23])[NH:15][C:14]3=O)[CH2:3][CH2:2]1.S(Cl)([Cl:27])=O.N. (7) Reactant: [CH3:1][N:2]1[CH2:7][CH2:6][N:5]([CH2:8][CH2:9][O:10][C:11]2[CH:16]=[CH:15][N:14]3[C:17]([C:20]([O:22]CC)=[O:21])=[CH:18][N:19]=[C:13]3[CH:12]=2)[CH2:4][CH2:3]1.O.[Li+:26].[OH-]. Product: [CH3:1][N:2]1[CH2:7][CH2:6][N:5]([CH2:8][CH2:9][O:10][C:11]2[CH:16]=[CH:15][N:14]3[C:17]([C:20]([O-:22])=[O:21])=[CH:18][N:19]=[C:13]3[CH:12]=2)[CH2:4][CH2:3]1.[Li+:26]. The catalyst class is: 1. (8) Reactant: [Cl:1][C:2]1[CH:7]=[C:6](B2OC(C)(C)C(C)(C)O2)[CH:5]=[CH:4][C:3]=1[NH:17][C:18](=[O:24])[O:19][C:20]([CH3:23])([CH3:22])[CH3:21].Cl[C:26]1[C:31]([CH3:32])=[N:30][CH:29]=[CH:28][N:27]=1.C([O-])([O-])=O.[Na+].[Na+]. Product: [Cl:1][C:2]1[CH:7]=[C:6]([C:26]2[C:31]([CH3:32])=[N:30][CH:29]=[CH:28][N:27]=2)[CH:5]=[CH:4][C:3]=1[NH:17][C:18](=[O:24])[O:19][C:20]([CH3:21])([CH3:22])[CH3:23]. The catalyst class is: 6. (9) Reactant: C(Cl)(=O)C(Cl)=O.CS(C)=O.[CH:11]1([CH:16]([N:20]2[CH:24]=[C:23]([C:25]3[C:26]4[CH:33]=[CH:32][N:31]([CH2:34][O:35][CH2:36][CH2:37][Si:38]([CH3:41])([CH3:40])[CH3:39])[C:27]=4[N:28]=[CH:29][N:30]=3)[CH:22]=[N:21]2)[CH2:17][CH2:18][OH:19])[CH2:15][CH2:14][CH2:13][CH2:12]1.O. Product: [CH:11]1([CH:16]([N:20]2[CH:24]=[C:23]([C:25]3[C:26]4[CH:33]=[CH:32][N:31]([CH2:34][O:35][CH2:36][CH2:37][Si:38]([CH3:39])([CH3:41])[CH3:40])[C:27]=4[N:28]=[CH:29][N:30]=3)[CH:22]=[N:21]2)[CH2:17][CH:18]=[O:19])[CH2:15][CH2:14][CH2:13][CH2:12]1. The catalyst class is: 2.